This data is from Reaction yield outcomes from USPTO patents with 853,638 reactions. The task is: Predict the reaction yield, written as a fraction of the theoretical maximum amount of product (1.0 means a 100% yield; for example, 0.34 means a 34% yield). (1) The reactants are Cl.[NH:2]1[CH2:5][CH:4]([NH:6][C:7](=[O:10])[CH:8]=[CH2:9])[CH2:3]1.O=[C:12]1[CH2:15][N:14]([C:16]([O:18][C:19]([CH3:22])([CH3:21])[CH3:20])=[O:17])[CH2:13]1.CCN(CC)CC.CC(O)=O.[BH-](OC(C)=O)(OC(C)=O)OC(C)=O.[Na+]. The catalyst is C(Cl)Cl.O. The product is [C:7]([NH:6][CH:4]1[CH2:5][N:2]([CH:12]2[CH2:13][N:14]([C:16]([O:18][C:19]([CH3:22])([CH3:21])[CH3:20])=[O:17])[CH2:15]2)[CH2:3]1)(=[O:10])[CH:8]=[CH2:9]. The yield is 0.310. (2) The yield is 0.850. No catalyst specified. The product is [CH2:32]1[C:40]2[C:35](=[CH:36][CH:37]=[CH:38][CH:39]=2)[CH2:34][CH:33]1[NH:41][C:11]([CH:10]([C:14]1[CH:19]=[CH:18][C:17]([C:20]2[CH:25]=[CH:24][CH:23]=[C:22]([O:26][CH3:27])[CH:21]=2)=[CH:16][CH:15]=1)[NH:9][C:7]([C@H:6]([CH2:28][CH:29]([CH3:30])[CH3:31])[CH2:5][C:3]([O:2][CH3:1])=[O:4])=[O:8])=[O:12]. The reactants are [CH3:1][O:2][C:3]([CH2:5][C@@H:6]([CH2:28][CH:29]([CH3:31])[CH3:30])[C:7]([NH:9][C@@H:10]([C:14]1[CH:19]=[CH:18][C:17]([C:20]2[CH:25]=[CH:24][CH:23]=[C:22]([O:26][CH3:27])[CH:21]=2)=[CH:16][CH:15]=1)[C:11](O)=[O:12])=[O:8])=[O:4].[CH2:32]1[C:40]2[C:35](=[CH:36][CH:37]=[CH:38][CH:39]=2)[CH2:34][CH:33]1[NH2:41].C1C=CC2N(O)N=NC=2C=1.C(Cl)CCl.CN1CCOCC1.